From a dataset of Reaction yield outcomes from USPTO patents with 853,638 reactions. Predict the reaction yield, written as a fraction of the theoretical maximum amount of product (1.0 means a 100% yield; for example, 0.34 means a 34% yield). The reactants are [O:1]1[C:6]2[CH:7]=[CH:8][C:9]([C:11]3[CH:20]=[CH:19][C:18]4[C:13](=[CH:14][CH:15]=[CH:16][CH:17]=4)[C:12]=3[CH:21]([OH:27])[C:22]([O:24][CH2:25][CH3:26])=[O:23])=[CH:10][C:5]=2[CH2:4][CH2:3][CH2:2]1.Cl(O)(=O)(=O)=O.C(=O)(O)[O-].[Na+].O. The catalyst is C(OC(C)(C)C)(=O)C. The product is [C:5]([O:27][CH:21]([C:12]1[C:13]2[C:18](=[CH:17][CH:16]=[CH:15][CH:14]=2)[CH:19]=[CH:20][C:11]=1[C:9]1[CH:8]=[CH:7][C:6]2[O:1][CH2:2][CH2:3][CH2:4][C:5]=2[CH:10]=1)[C:22]([O:24][CH2:25][CH3:26])=[O:23])([CH3:10])([CH3:6])[CH3:4]. The yield is 0.420.